Dataset: Full USPTO retrosynthesis dataset with 1.9M reactions from patents (1976-2016). Task: Predict the reactants needed to synthesize the given product. (1) The reactants are: [C:1]([C:3]1[CH:4]=[CH:5][C:6]([OH:13])=[C:7]([CH:12]=1)[CH:8]=[CH:9][CH:10]=[O:11])#[N:2].[CH3:14][O:15][CH2:16]Cl.C(N(CC)CC)C. Given the product [C:1]([C:3]1[CH:4]=[CH:5][C:6]([O:13][CH2:14][O:15][CH3:16])=[C:7]([CH:12]=1)[CH:8]=[CH:9][CH:10]=[O:11])#[N:2], predict the reactants needed to synthesize it. (2) The reactants are: [H-].[Na+].[CH2:3]([NH:6][S:7]([C:10]1[C:15]([CH3:16])=[CH:14][C:13]([CH3:17])=[CH:12][C:11]=1[CH3:18])(=[O:9])=[O:8])[CH2:4][CH3:5].[Br:19][CH2:20][CH2:21][CH2:22]Br.CCCCCC.CCOC(C)=O. Given the product [Br:19][CH2:20][CH2:21][CH2:22][N:6]([CH2:3][CH2:4][CH3:5])[S:7]([C:10]1[C:15]([CH3:16])=[CH:14][C:13]([CH3:17])=[CH:12][C:11]=1[CH3:18])(=[O:9])=[O:8], predict the reactants needed to synthesize it. (3) Given the product [CH:25]1([N:24]2[C:23]3[CH:31]=[CH:32][C:33]([CH2:35][OH:36])=[CH:34][C:22]=3[N:21]=[C:20]2[NH:19][C:5]2[C:4]3[C:8](=[CH:9][CH:10]=[C:2]([C:40]4[CH:41]=[N:42][CH:43]=[CH:44][C:39]=4[O:38][CH3:37])[CH:3]=3)[N:7]([CH2:11][O:12][CH2:13][CH2:14][Si:15]([CH3:17])([CH3:18])[CH3:16])[N:6]=2)[CH2:30][CH2:29][CH2:28][CH2:27][CH2:26]1, predict the reactants needed to synthesize it. The reactants are: Br[C:2]1[CH:3]=[C:4]2[C:8](=[CH:9][CH:10]=1)[N:7]([CH2:11][O:12][CH2:13][CH2:14][Si:15]([CH3:18])([CH3:17])[CH3:16])[N:6]=[C:5]2[NH:19][C:20]1[N:24]([CH:25]2[CH2:30][CH2:29][CH2:28][CH2:27][CH2:26]2)[C:23]2[CH:31]=[CH:32][C:33]([CH2:35][OH:36])=[CH:34][C:22]=2[N:21]=1.[CH3:37][O:38][C:39]1[CH:44]=[CH:43][N:42]=[CH:41][C:40]=1B(O)O.ClCCl.O1CCOCC1.C(=O)([O-])[O-].[Na+].[Na+]. (4) Given the product [Br:3][C:4]1[CH:5]=[C:6]([C:9]2([CH3:15])[CH2:10][C:11]([CH2:13][OH:14])([CH2:12][I:1])[S:18][C:17]([NH:19][C:20](=[O:36])[O:21][CH2:22][CH:23]3[C:24]4[CH:25]=[CH:26][CH:27]=[CH:28][C:29]=4[C:30]4[C:35]3=[CH:34][CH:33]=[CH:32][CH:31]=4)=[N:16]2)[S:7][CH:8]=1, predict the reactants needed to synthesize it. The reactants are: [I:1]I.[Br:3][C:4]1[CH:5]=[C:6]([C:9]([NH:16][C:17]([NH:19][C:20](=[O:36])[O:21][CH2:22][CH:23]2[C:35]3[CH:34]=[CH:33][CH:32]=[CH:31][C:30]=3[C:29]3[C:24]2=[CH:25][CH:26]=[CH:27][CH:28]=3)=[S:18])([CH3:15])[CH2:10][C:11]([CH2:13][OH:14])=[CH2:12])[S:7][CH:8]=1.